Predict the reaction yield, written as a fraction of the theoretical maximum amount of product (1.0 means a 100% yield; for example, 0.34 means a 34% yield). From a dataset of Reaction yield outcomes from USPTO patents with 853,638 reactions. (1) The reactants are [ClH:1].[CH:2]1([C:5](=[O:27])[CH:6]([N:14]2[CH2:19][CH2:18][CH:17]([SH:20])/[C:16](=[CH:21]/[C:22]3[N:23]=[N:24][S:25][CH:26]=3)/[CH2:15]2)[C:7]2[CH:12]=[CH:11][CH:10]=[CH:9][C:8]=2[F:13])[CH2:4][CH2:3]1.[C:28](O)(=[O:34])[CH2:29][CH2:30][C:31]([OH:33])=[O:32].[I-].[K+]. The catalyst is CC(C)=O.Cl.O1CCOCC1. The product is [ClH:1].[C:31]([CH2:30][CH2:29][C:28]([S:20][CH:17]1[CH2:18][CH2:19][N:14]([CH:6]([C:7]2[CH:12]=[CH:11][CH:10]=[CH:9][C:8]=2[F:13])[C:5]([CH:2]2[CH2:4][CH2:3]2)=[O:27])[CH2:15]/[C:16]/1=[CH:21]\[C:22]1[N:23]=[N:24][S:25][CH:26]=1)=[O:34])([OH:33])=[O:32]. The yield is 0.290. (2) The yield is 0.750. The catalyst is CS(C)=O. The reactants are [CH:1]([C:3]1[NH:4][C:5]([CH3:8])=[CH:6][CH:7]=1)=O.[CH2:9]([O:16][C:17]1[CH2:21][NH:20][C:19](=[O:22])[CH:18]=1)[C:10]1[CH:15]=[CH:14][CH:13]=[CH:12][CH:11]=1. The product is [CH2:9]([O:16][C:17]1[C:21](=[CH:1][C:3]2[NH:4][C:5]([CH3:8])=[CH:6][CH:7]=2)[NH:20][C:19](=[O:22])[CH:18]=1)[C:10]1[CH:11]=[CH:12][CH:13]=[CH:14][CH:15]=1. (3) The reactants are [O:1]1[CH2:6][CH2:5][CH:4]([C:7]([NH2:9])=[O:8])[CH2:3][CH2:2]1.C(Cl)(=O)[C:11](Cl)=[O:12].[NH2:16][C:17]1[N:22]=[CH:21][C:20]([O:23][C:24]2[CH:29]=[CH:28][N:27]=[C:26]([NH:30][C:31](=[O:33])[CH3:32])[CH:25]=2)=[CH:19][CH:18]=1. The catalyst is ClCCCl.C1COCC1. The product is [C:31]([NH:30][C:26]1[CH:25]=[C:24]([O:23][C:20]2[CH:19]=[CH:18][C:17]([NH:16][C:11]([NH:9][C:7]([CH:4]3[CH2:5][CH2:6][O:1][CH2:2][CH2:3]3)=[O:8])=[O:12])=[N:22][CH:21]=2)[CH:29]=[CH:28][N:27]=1)(=[O:33])[CH3:32]. The yield is 0.520. (4) The reactants are [NH2:1][C:2]1([C:5]([OH:7])=[O:6])[CH2:4][CH2:3]1.S(Cl)([Cl:10])=O.[CH3:12]O. No catalyst specified. The product is [ClH:10].[CH3:12][O:6][C:5]([C:2]1([NH2:1])[CH2:4][CH2:3]1)=[O:7]. The yield is 0.980. (5) The reactants are [H-].[Al+3].[Li+].[H-].[H-].[H-].[O:7]1[CH2:11][CH2:10][O:9][CH:8]1[CH2:12][C:13]1([C:22]#[N:23])[C:21]2[C:16](=[CH:17][CH:18]=[CH:19][CH:20]=2)[CH2:15][CH2:14]1. The catalyst is CCOCC. The product is [O:7]1[CH2:11][CH2:10][O:9][CH:8]1[CH2:12][C:13]1([CH2:22][NH2:23])[C:21]2[C:16](=[CH:17][CH:18]=[CH:19][CH:20]=2)[CH2:15][CH2:14]1. The yield is 0.810.